This data is from Forward reaction prediction with 1.9M reactions from USPTO patents (1976-2016). The task is: Predict the product of the given reaction. (1) Given the reactants [CH2:1]([O:5][CH2:6][CH2:7][O:8][C:9]1[CH:14]=[CH:13][C:12]([C:15]2[CH:16]=[CH:17][C:18]3[O:25][CH2:24][CH2:23][CH2:22][C:21]([C:26]([O:28]CC)=[O:27])=[CH:20][C:19]=3[CH:31]=2)=[CH:11][CH:10]=1)[CH2:2][CH2:3][CH3:4].[OH-].[Na+], predict the reaction product. The product is: [CH2:1]([O:5][CH2:6][CH2:7][O:8][C:9]1[CH:10]=[CH:11][C:12]([C:15]2[CH:16]=[CH:17][C:18]3[O:25][CH2:24][CH2:23][CH2:22][C:21]([C:26]([OH:28])=[O:27])=[CH:20][C:19]=3[CH:31]=2)=[CH:13][CH:14]=1)[CH2:2][CH2:3][CH3:4]. (2) Given the reactants [CH2:1]([N:6]1[CH2:13][CH2:12][CH2:11][CH2:10][CH2:9][CH2:8][C:7]1=[O:14])[CH2:2][CH2:3][CH:4]=C.I([O-])(=O)(=O)=[O:16].[Na+], predict the reaction product. The product is: [O:14]=[C:7]1[CH2:8][CH2:9][CH2:10][CH2:11][CH2:12][CH2:13][N:6]1[CH2:1][CH2:2][CH2:3][CH:4]=[O:16]. (3) Given the reactants CC1(C)C(C)(C)OB([C:9]2[C:17]3[C:12](=[N:13][CH:14]=[CH:15][CH:16]=3)[N:11]([C:18]([C:31]3[CH:36]=[CH:35][CH:34]=[CH:33][CH:32]=3)([C:25]3[CH:30]=[CH:29][CH:28]=[CH:27][CH:26]=3)[C:19]3[CH:24]=[CH:23][CH:22]=[CH:21][CH:20]=3)[N:10]=2)O1.Cl[C:39]1[N:44]=[C:43]([NH:45][C@H:46]2[CH2:51][CH2:50][CH2:49][C@@H:48]([NH:52][C:53]([C:55]3[N:56]=[CH:57][N:58]([CH3:60])[CH:59]=3)=[O:54])[CH2:47]2)[C:42]([F:61])=[CH:41][N:40]=1.[O-]P([O-])([O-])=O.[K+].[K+].[K+].C1(P(C2CCCCC2)C2C=CC=CC=2C2C(C(C)C)=CC(C(C)C)=CC=2C(C)C)CCCCC1, predict the reaction product. The product is: [F:61][C:42]1[C:43]([NH:45][C@H:46]2[CH2:51][CH2:50][CH2:49][C@@H:48]([NH:52][C:53]([C:55]3[N:56]=[CH:57][N:58]([CH3:60])[CH:59]=3)=[O:54])[CH2:47]2)=[N:44][C:39]([C:9]2[C:17]3[C:12](=[N:13][CH:14]=[CH:15][CH:16]=3)[N:11]([C:18]([C:31]3[CH:36]=[CH:35][CH:34]=[CH:33][CH:32]=3)([C:25]3[CH:26]=[CH:27][CH:28]=[CH:29][CH:30]=3)[C:19]3[CH:24]=[CH:23][CH:22]=[CH:21][CH:20]=3)[N:10]=2)=[N:40][CH:41]=1. (4) Given the reactants [Cl:1][C:2]1[CH:7]=[C:6]2[NH:8][C:9](=[O:32])[C:10]3([CH:15]([C:16]4[CH:21]=[CH:20][CH:19]=[C:18]([Cl:22])[CH:17]=4)[CH2:14][C:13](=O)[NH:12][CH:11]3[C:24]3[CH:29]=[CH:28][C:27]([F:30])=[C:26]([F:31])[CH:25]=3)[C:5]2=[CH:4][CH:3]=1.[BH4-].[Na+], predict the reaction product. The product is: [Cl:1][C:2]1[CH:7]=[C:6]2[NH:8][C:9](=[O:32])[C:10]3([CH:15]([C:16]4[CH:21]=[CH:20][CH:19]=[C:18]([Cl:22])[CH:17]=4)[CH2:14][CH2:13][NH:12][CH:11]3[C:24]3[CH:29]=[CH:28][C:27]([F:30])=[C:26]([F:31])[CH:25]=3)[C:5]2=[CH:4][CH:3]=1. (5) Given the reactants C(C1C=CC(C([N:9]2[C:18]3[C:17]4[CH:19]=[C:20]([Cl:23])[CH:21]=[CH:22][C:16]=4[N:15]([C:24]([C:26]4[CH:33]=[CH:32][C:29]([C:30]#[N:31])=[C:28]([CH3:34])[CH:27]=4)=[O:25])[CH2:14][CH2:13][C:12]=3[N:11]=[C:10]2[CH3:35])=O)=CC=1C)#N.[OH-].[Na+], predict the reaction product. The product is: [Cl:23][C:20]1[CH:21]=[CH:22][C:16]2[N:15]([C:24]([C:26]3[CH:33]=[CH:32][C:29]([C:30]#[N:31])=[C:28]([CH3:34])[CH:27]=3)=[O:25])[CH2:14][CH2:13][C:12]3[N:11]=[C:10]([CH3:35])[NH:9][C:18]=3[C:17]=2[CH:19]=1. (6) Given the reactants [F:1][C:2]1[CH:3]=[C:4]([CH:8]=[CH:9][C:10]=1[C:11]1[S:12][C:13]2[C:18]([N:19]=1)=[CH:17][CH:16]=[C:15]([C:20]1([C:23]3[CH:28]=[CH:27][CH:26]=[CH:25][CH:24]=3)[CH2:22][CH2:21]1)[N:14]=2)[C:5](O)=[O:6].[NH:29]1[CH2:32][CH:31]([C:33]([OH:35])=[O:34])[CH2:30]1, predict the reaction product. The product is: [F:1][C:2]1[CH:3]=[C:4]([C:5]([N:29]2[CH2:32][CH:31]([C:33]([OH:35])=[O:34])[CH2:30]2)=[O:6])[CH:8]=[CH:9][C:10]=1[C:11]1[S:12][C:13]2[C:18]([N:19]=1)=[CH:17][CH:16]=[C:15]([C:20]1([C:23]3[CH:24]=[CH:25][CH:26]=[CH:27][CH:28]=3)[CH2:21][CH2:22]1)[N:14]=2. (7) Given the reactants [CH3:1][C:2]1([C:8]([NH2:10])=[O:9])[CH2:7][CH2:6][CH:5]=[CH:4][CH2:3]1.C(N(CC)CC)C.C[Si](OS(C(F)(F)F)(=O)=O)(C)C.[I:30]I, predict the reaction product. The product is: [I:30][CH:5]1[CH:6]2[CH2:7][C:2]([CH3:1])([C:8](=[O:9])[NH:10]2)[CH2:3][CH2:4]1. (8) Given the reactants [F:1][CH2:2][CH2:3][CH2:4][C:5]1[CH:10]=[CH:9][CH:8]=[CH:7][CH:6]=1.[Cl:11][S:12](O)(=[O:14])=[O:13].P(Cl)(Cl)(Cl)(Cl)Cl, predict the reaction product. The product is: [F:1][CH2:2][CH2:3][CH2:4][C:5]1[CH:10]=[CH:9][C:8]([S:12]([Cl:11])(=[O:14])=[O:13])=[CH:7][CH:6]=1.